Task: Predict which catalyst facilitates the given reaction.. Dataset: Catalyst prediction with 721,799 reactions and 888 catalyst types from USPTO (1) Reactant: [CH:1]1([CH2:6][CH:7]([C:25]2[NH:36][C:28]3=[N:29][CH:30]=[C:31]([C:33]([OH:35])=[O:34])[CH:32]=[C:27]3[CH:26]=2)[C:8]2[CH:13]=[CH:12][C:11]([C:14]([CH3:23])([O:16]C3CCCCO3)[CH3:15])=[C:10]([F:24])[CH:9]=2)[CH2:5][CH2:4][CH2:3][CH2:2]1. Product: [CH:1]1([CH2:6][CH:7]([C:25]2[NH:36][C:28]3=[N:29][CH:30]=[C:31]([C:33]([OH:35])=[O:34])[CH:32]=[C:27]3[CH:26]=2)[C:8]2[CH:13]=[CH:12][C:11]([C:14]([OH:16])([CH3:23])[CH3:15])=[C:10]([F:24])[CH:9]=2)[CH2:5][CH2:4][CH2:3][CH2:2]1. The catalyst class is: 8. (2) Reactant: Br[C:2]1[CH:7]=[CH:6][C:5]([F:8])=[CH:4][C:3]=1[O:9][CH3:10].[Li]CCCC.[B:16](OC)([O:19]C)[O:17]C.Cl. Product: [F:8][C:5]1[CH:6]=[CH:7][C:2]([B:16]([OH:19])[OH:17])=[C:3]([O:9][CH3:10])[CH:4]=1. The catalyst class is: 1. (3) Reactant: [NH2:1][CH:2]([C:6]1[CH:11]=[CH:10][CH:9]=[CH:8][CH:7]=1)[C:3]([OH:5])=[O:4].[Cl:12][CH2:13][CH2:14][CH2:15][C:16](Cl)=[O:17]. Product: [Cl:12][CH2:13][CH2:14][CH2:15][C:16]([NH:1][CH:2]([C:6]1[CH:11]=[CH:10][CH:9]=[CH:8][CH:7]=1)[C:3]([OH:5])=[O:4])=[O:17]. The catalyst class is: 38. (4) Reactant: [C:1]([O:5][C:6]([N:8]1[C:16]2[C:11](=[CH:12][CH:13]=[C:14]([F:17])[CH:15]=2)[C:10]([CH:18]=[CH:19][C:20]([OH:22])=O)=[CH:9]1)=[O:7])([CH3:4])([CH3:3])[CH3:2].[F:23][C:24]1[CH:25]=[C:26]([CH:34]=[CH:35][CH:36]=1)[C:27]([NH:29][NH:30][CH:31]([CH3:33])[CH3:32])=[O:28].CN(C(ON1N=NC2C=CC=NC1=2)=[N+](C)C)C.F[P-](F)(F)(F)(F)F.C(N(CC)C(C)C)(C)C. Product: [F:17][C:14]1[CH:15]=[C:16]2[C:11]([C:10](/[CH:18]=[CH:19]/[C:20]([N:30]([CH:31]([CH3:33])[CH3:32])[NH:29][C:27](=[O:28])[C:26]3[CH:34]=[CH:35][CH:36]=[C:24]([F:23])[CH:25]=3)=[O:22])=[CH:9][N:8]2[C:6]([O:5][C:1]([CH3:4])([CH3:3])[CH3:2])=[O:7])=[CH:12][CH:13]=1. The catalyst class is: 31.